Dataset: hERG potassium channel inhibition data for cardiac toxicity prediction from Karim et al.. Task: Regression/Classification. Given a drug SMILES string, predict its toxicity properties. Task type varies by dataset: regression for continuous values (e.g., LD50, hERG inhibition percentage) or binary classification for toxic/non-toxic outcomes (e.g., AMES mutagenicity, cardiotoxicity, hepatotoxicity). Dataset: herg_karim. (1) The molecule is Cc1nn(-c2ccccc2)nc1C(=O)N[C@@H]1COc2cccc(-c3ccncc3)c2C1. The result is 1 (blocker). (2) The molecule is COCC1CCCN1S(=O)(=O)c1ccc(-c2ccc(CCN3CCCC3C)cc2)cc1. The result is 1 (blocker). (3) The molecule is O=c1cc(OCc2ccccc2)ccn1-c1ccc2c(cnn2CC2=NCCN2)c1. The result is 1 (blocker). (4) The compound is COc1cnc2ccc(=O)n(CCN3CCC(NCc4cnc(C)c(C#N)n4)CC3)c2c1. The result is 0 (non-blocker). (5) The molecule is CC(C)(C)c1ccc(C(=O)CCC[N+]2CCC(OC(c3ccccc3)c3ccccc3)CC2)cc1. The result is 1 (blocker).